This data is from Drug-target binding data from BindingDB using Ki measurements. The task is: Regression. Given a target protein amino acid sequence and a drug SMILES string, predict the binding affinity score between them. We predict pKi (pKi = -log10(Ki in M); higher means stronger inhibition). Dataset: bindingdb_ki. (1) The target protein sequence is MRALIIVDVQNDFCEGGSLAVTGGAALARAISDYLAEAADYHHVVATKDFHIDPGDHFSGTPDYSSSWPPHCVSGTPGADFHPSLDTSAIEAVFYKGAYTGAYSGFEGVDENGTPLLNWLRQRGVDEVDVVGIATDHCVRQTAEDAVRNGLATRVLVDLTAGVSADTTVAALEEMRTASVELVCSS. The drug is O=Cc1cnccn1. The pKi is 5.8. (2) The compound is Nc1ncnc2c1ncn2C1CNC(CO)O1. The target protein (P00813) has sequence MAQTPAFDKPKVELHVHLDGSIKPETILYYGRRRGIALPANTAEGLLNVIGMDKPLTLPDFLAKFDYYMPAIAGCREAIKRIAYEFVEMKAKEGVVYVEVRYSPHLLANSKVEPIPWNQAEGDLTPDEVVALVGQGLQEGERDFGVKARSILCCMRHQPNWSPKVVELCKKYQQQTVVAIDLAGDETIPGSSLLPGHVQAYQEAVKSGIHRTVHAGEVGSAEVVKEAVDILKTERLGHGYHTLEDQALYNRLRQENMHFEICPWSSYLTGAWKPDTEHAVIRLKNDQANYSLNTDDPLIFKSTLDTDYQMTKRDMGFTEEEFKRLNINAAKSSFLPEDEKRELLDLLYKAYGMPPSASAGQNL. The pKi is 4.1. (3) The compound is O=C(O)C(=CCCCCOP(=O)(O)O)CP(=O)(O)O. The target protein (P0AB91) has sequence MNYQNDDLRIKEIKELLPPVALLEKFPATENAANTVAHARKAIHKILKGNDDRLLVVIGPCSIHDPVAAKEYATRLLALREELKDELEIVMRVYFEKPRTTVGWKGLINDPHMDNSFQINDGLRIARKLLLDINDSGLPAAGEFLDMITPQYLADLMSWGAIGARTTESQVHRELASGLSCPVGFKNGTDGTIKVAIDAINAAGAPHCFLSVTKWGHSAIVNTSGNGDCHIILRGGKEPNYSAKHVAEVKEGLNKAGLPAQVMIDFSHANSSKQFKKQMDVCADVCQQIAGGEKAIIGVMVESHLVEGNQSLESGEPLAYGKSITDACIGWEDTDALLRQLANAVKARRG. The pKi is 3.8. (4) The target protein (P25115) has sequence MLPPGRNRTAQPARLGLQRQLAQVDAPAGSATPLGPAQVVTAGLLTLLIVWTLLGNVLVCAAIVRSRHLRAKMTNIFIVSLAVSDLFVALLVMPWKAVAEVAGYWPFGTFCDIWVAFDIMCSTASILNLCIISVDRYWAISRPFRYERKMTQRVALVMVGLAWTLSILISFIPVQLNWHRDKAGSQGQEGLLSNGTPWEEGWELEGRTENCDSSLNRTYAISSSLISFYIPVAIMIVTYTRIYRIAQVQIRRISSLERAAEHAQSCRSRGAYEPDPSLRASIKKETKVFKTLSMIMGVFVCCWLPFFILNCMVPFCSSGDAEGPKTGFPCVSETTFDIFVWFGWANSSLNPIIYAFNADFRKVFAQLLGCSHFCFRTPVQTVNISNELISYNQDTVFHKEIATAYVHMIPNAVSSGDREVGEEEEEGPFDHMSQISPTTPDGDLAAESVWELDCEEEVSLGKISPLTPNCFDKTA. The pKi is 6.6. The compound is O=C(NCCCCN1CCN2c3ccccc3CC[C@H]2C1)c1ccc2ccccc2c1.